Dataset: Full USPTO retrosynthesis dataset with 1.9M reactions from patents (1976-2016). Task: Predict the reactants needed to synthesize the given product. Given the product [CH2:37]([NH:34][C:35]([N:12]1[C:6]2[CH:7]=[N:8][C:9]3[CH:10]=[CH:11][C:2]([Br:1])=[CH:3][C:4]=3[C:5]=2[N:14]([C:15]2[CH:20]=[CH:19][C:18]([C:21]([C:22]#[N:23])([CH3:24])[CH3:25])=[CH:17][CH:16]=2)[C:13]1=[O:26])=[O:36])[C:38]1[CH:43]=[CH:42][CH:41]=[CH:40][CH:39]=1, predict the reactants needed to synthesize it. The reactants are: [Br:1][C:2]1[CH:11]=[CH:10][C:9]2[N:8]=[CH:7][C:6]3[NH:12][C:13](=[O:26])[N:14]([C:15]4[CH:20]=[CH:19][C:18]([C:21]([CH3:25])([CH3:24])[C:22]#[N:23])=[CH:17][CH:16]=4)[C:5]=3[C:4]=2[CH:3]=1.C(N(CC)CC)C.[N:34]([CH2:37][C:38]1[CH:43]=[CH:42][CH:41]=[CH:40][CH:39]=1)=[C:35]=[O:36].O.